Task: Predict the reactants needed to synthesize the given product.. Dataset: Full USPTO retrosynthesis dataset with 1.9M reactions from patents (1976-2016) Given the product [CH3:1][O:2][C:3]1[CH:4]=[C:5]2[C:10](=[CH:11][C:12]=1[O:13][CH3:14])[N:9]=[CH:8][CH:7]=[C:6]2[O:15][C:16]1[C:22]([CH3:23])=[CH:21][C:19]([NH:20][C:29]([NH:40][CH2:37][CH2:38][CH3:39])=[O:35])=[C:18]([CH3:24])[CH:17]=1, predict the reactants needed to synthesize it. The reactants are: [CH3:1][O:2][C:3]1[CH:4]=[C:5]2[C:10](=[CH:11][C:12]=1[O:13][CH3:14])[N:9]=[CH:8][CH:7]=[C:6]2[O:15][C:16]1[C:22]([CH3:23])=[CH:21][C:19]([NH2:20])=[C:18]([CH3:24])[CH:17]=1.ClC(Cl)(O[C:29](=[O:35])OC(Cl)(Cl)Cl)Cl.[CH2:37]([NH2:40])[CH2:38][CH3:39].C(=O)([O-])O.[Na+].